This data is from Experimentally validated miRNA-target interactions with 360,000+ pairs, plus equal number of negative samples. The task is: Binary Classification. Given a miRNA mature sequence and a target amino acid sequence, predict their likelihood of interaction. The miRNA is hsa-let-7b-5p with sequence UGAGGUAGUAGGUUGUGUGGUU. The protein sequence of the target gene is MALLSTVRGATWGRLVTRHFSHAARHGERPGGEELSRLLLDDLVPTSRLELLFGMTPCLLALQAARRSVARLLLQAGKAGLQGKRAELLRMAEARDIPVLRPRRQKLDTMCRYQVHQGVCMEVSPLRPRPWREAGEASPGDDPQQLWLVLDGIQDPRNFGAVLRSAHFLGVDKVITSRRNSCPLTPVVSKSSAGAMEVMDVFSTDDLTGFLQTKAQQGWLVAGTVGCPSTEDPQSSEIPIMSCLEFLWERPTLLVLGNEGSGLSQEVQASCQLLLTILPRRQLPPGLESLNVSVAAGILL.... Result: 1 (interaction).